This data is from Full USPTO retrosynthesis dataset with 1.9M reactions from patents (1976-2016). The task is: Predict the reactants needed to synthesize the given product. (1) Given the product [ClH:1].[Cl:1][C:2]1[C:10]2[C:5](=[CH:6][C:7]([C:11]([NH:13][C@H:14]([C:24]3[CH:29]=[CH:28][CH:27]=[CH:26][CH:25]=3)[CH2:15][O:16][CH2:17][CH:18]3[CH2:19][CH2:20][N:21]([CH:31]([CH3:33])[CH3:30])[CH2:22][CH2:23]3)=[O:12])=[CH:8][CH:9]=2)[NH:4][CH:3]=1, predict the reactants needed to synthesize it. The reactants are: [Cl:1][C:2]1[C:10]2[C:5](=[CH:6][C:7]([C:11]([NH:13][C@H:14]([C:24]3[CH:29]=[CH:28][CH:27]=[CH:26][CH:25]=3)[CH2:15][O:16][CH2:17][CH:18]3[CH2:23][CH2:22][NH:21][CH2:20][CH2:19]3)=[O:12])=[CH:8][CH:9]=2)[NH:4][CH:3]=1.[CH3:30][C:31]([CH3:33])=O. (2) Given the product [C:12]([CH:11]([C:6]1[CH:7]=[CH:8][C:9]([Cl:10])=[C:4]([Cl:3])[CH:5]=1)[CH2:15][CH2:16][O:17][CH:18]1[CH2:23][CH2:22][CH2:21][CH2:20][O:19]1)#[N:13], predict the reactants needed to synthesize it. The reactants are: [H-].[Na+].[Cl:3][C:4]1[CH:5]=[C:6]([CH2:11][C:12]#[N:13])[CH:7]=[CH:8][C:9]=1[Cl:10].Br[CH2:15][CH2:16][O:17][CH:18]1[CH2:23][CH2:22][CH2:21][CH2:20][O:19]1. (3) Given the product [CH3:1][O:2][C:3]1[CH:4]=[C:5]([C@@H:9]2[O:13][C:12](=[O:14])[NH:11][C@H:10]2[C:15]2[CH:20]=[CH:19][CH:18]=[C:17]([C:21]#[C:22][C:23]3[CH:28]=[CH:27][CH:26]=[CH:25][CH:24]=3)[CH:16]=2)[CH:6]=[CH:7][CH:8]=1, predict the reactants needed to synthesize it. The reactants are: [CH3:1][O:2][C:3]1[CH:4]=[C:5]([C@H:9]2[O:13][C:12](=[O:14])[NH:11][C@@H:10]2[C:15]2[CH:20]=[CH:19][CH:18]=[C:17]([C:21]#[C:22][C:23]3[CH:28]=[CH:27][CH:26]=[CH:25][CH:24]=3)[CH:16]=2)[CH:6]=[CH:7][CH:8]=1.BrC1C=C([C@H]2[C@H](C3C=CC=C(OC)C=3)OC(=O)N2)C=CC=1.C1(C#C)C=CC=CC=1. (4) Given the product [CH3:17][O:16][C:10]1[CH:9]=[C:8]([C:5]([C:4]2[N:26]([C:23]3[CH:24]=[CH:25][C:20]([F:19])=[CH:21][CH:22]=3)[C:27](=[S:28])[NH:2][CH:3]=2)([CH3:7])[CH3:6])[CH:13]=[CH:12][C:11]=1[O:14][CH3:15], predict the reactants needed to synthesize it. The reactants are: Cl.[NH2:2][CH2:3][C:4](=O)[C:5]([C:8]1[CH:13]=[CH:12][C:11]([O:14][CH3:15])=[C:10]([O:16][CH3:17])[CH:9]=1)([CH3:7])[CH3:6].[F:19][C:20]1[CH:25]=[CH:24][C:23]([N:26]=[C:27]=[S:28])=[CH:22][CH:21]=1.CCN(CC)CC. (5) Given the product [NH3:16].[I:8][C:9]1[CH:10]=[C:11]([C:15]2[N:19]=[C:18]([CH:20]3[CH2:25][O:24][CH2:23][CH2:22][NH:21]3)[O:17][N:16]=2)[CH:12]=[CH:13][CH:14]=1, predict the reactants needed to synthesize it. The reactants are: FC(F)(F)C(O)=O.[I:8][C:9]1[CH:10]=[C:11]([C:15]2[N:19]=[C:18]([CH:20]3[CH2:25][O:24][CH2:23][CH2:22][N:21]3C(OC(C)(C)C)=O)[O:17][N:16]=2)[CH:12]=[CH:13][CH:14]=1.